This data is from Forward reaction prediction with 1.9M reactions from USPTO patents (1976-2016). The task is: Predict the product of the given reaction. (1) Given the reactants [NH2:1][C:2]1[CH:3]=[N:4][C:5]2[C:10]([C:11]=1[NH:12][CH2:13][C:14]([CH3:17])([OH:16])[CH3:15])=[CH:9][CH:8]=[C:7]([O:18][CH2:19][C:20]1[CH:25]=[CH:24][CH:23]=[CH:22][CH:21]=1)[CH:6]=2.N1C=CC=CC=1.[CH3:32][O:33][CH2:34][CH2:35][C:36](Cl)=O, predict the reaction product. The product is: [CH2:19]([O:18][C:7]1[CH:8]=[CH:9][C:10]2[C:11]3[N:12]([CH2:13][C:14]([CH3:17])([OH:16])[CH3:15])[C:36]([CH2:35][CH2:34][O:33][CH3:32])=[N:1][C:2]=3[CH:3]=[N:4][C:5]=2[CH:6]=1)[C:20]1[CH:25]=[CH:24][CH:23]=[CH:22][CH:21]=1. (2) Given the reactants [F:1][CH:2]([F:25])[O:3][C:4]1[CH:24]=[CH:23][C:7]2[NH:8][C:9]([S:11][CH2:12][C:13]3[C:18]([O:19][CH3:20])=[C:17]([O:21][CH3:22])[CH:16]=[CH:15][N:14]=3)=[N:10][C:6]=2[CH:5]=1.C(=O)(O)[O-:27].[Na+:30].C(OO)(=[O:33])C.S([O-])([O-])(=[O:38])=S.[Na+].[Na+], predict the reaction product. The product is: [CH3:22][O:21][C:17]1[CH:16]=[CH:15][N:14]=[C:13]([CH2:12][S:11]([C:9]2[N-:8][C:7]3[CH:23]=[CH:24][C:4]([O:3][CH:2]([F:1])[F:25])=[CH:5][C:6]=3[N:10]=2)=[O:27])[C:18]=1[O:19][CH3:20].[CH3:22][O:21][C:17]1[CH:16]=[CH:15][N:14]=[C:13]([CH2:12][S:11]([C:9]2[N-:8][C:7]3[CH:23]=[CH:24][C:4]([O:3][CH:2]([F:1])[F:25])=[CH:5][C:6]=3[N:10]=2)=[O:33])[C:18]=1[O:19][CH3:20].[OH2:38].[OH2:3].[OH2:3].[Na+:30].[Na+:30]. (3) Given the reactants [C:1]([O:5][C:6]([N:8]1[CH2:12][CH2:11][CH2:10][CH:9]1[C:13]1[NH:14][C:15]([C:18]2[CH:30]=[CH:29][C:28]3[C:27]4[C:22](=[CH:23][C:24](Br)=[CH:25][CH:26]=4)[C:21]([F:33])([F:32])[C:20]=3[CH:19]=2)=[CH:16][N:17]=1)=[O:7])([CH3:4])([CH3:3])[CH3:2].[C:34]([O:38][C:39]([N:41]1[CH2:45][CH2:44][CH2:43][CH:42]1[C:46]1[NH:50][C:49]2[CH:51]=[C:52](B3OC(C)(C)C(C)(C)O3)[CH:53]=[CH:54][C:48]=2[N:47]=1)=[O:40])([CH3:37])([CH3:36])[CH3:35].C(=O)([O-])[O-].[K+].[K+], predict the reaction product. The product is: [C:1]([O:5][C:6]([N:8]1[CH2:12][CH2:11][CH2:10][CH:9]1[C:13]1[NH:14][C:15]([C:18]2[CH:30]=[CH:29][C:28]3[C:27]4[C:22](=[CH:23][C:24]([C:52]5[CH:53]=[CH:54][C:48]6[N:47]=[C:46]([CH:42]7[CH2:43][CH2:44][CH2:45][N:41]7[C:39]([O:38][C:34]([CH3:35])([CH3:36])[CH3:37])=[O:40])[NH:50][C:49]=6[CH:51]=5)=[CH:25][CH:26]=4)[C:21]([F:33])([F:32])[C:20]=3[CH:19]=2)=[CH:16][N:17]=1)=[O:7])([CH3:4])([CH3:3])[CH3:2]. (4) Given the reactants [N:1]1[CH:6]=[CH:5][CH:4]=[CH:3][C:2]=1/[CH:7]=[CH:8]/[C:9]([O:11][C:12]([CH3:15])([CH3:14])[CH3:13])=[O:10].ClC1C=CC=C(C(OO)=[O:24])C=1, predict the reaction product. The product is: [O-:24][N+:1]1[CH:6]=[CH:5][CH:4]=[CH:3][C:2]=1/[CH:7]=[CH:8]/[C:9]([O:11][C:12]([CH3:15])([CH3:14])[CH3:13])=[O:10].